From a dataset of Forward reaction prediction with 1.9M reactions from USPTO patents (1976-2016). Predict the product of the given reaction. Given the reactants CI.[Cl:3][C:4]1[CH:12]=[C:11]2[C:7]([CH:8]=[N:9][NH:10]2)=[C:6]([C:13]2[CH:18]=[C:17]([O:19]C)[N:16]=[CH:15][N:14]=2)[CH:5]=1.[C:21]([O-])([O-])=O.[K+].[K+].Br, predict the reaction product. The product is: [Cl:3][C:4]1[CH:12]=[C:11]2[C:7]([CH:8]=[N:9][N:10]2[CH3:21])=[C:6]([C:13]2[N:14]=[CH:15][N:16]=[C:17]([OH:19])[CH:18]=2)[CH:5]=1.[Cl:3][C:4]1[CH:5]=[C:6]([C:13]2[N:14]=[CH:15][N:16]=[C:17]([OH:19])[CH:18]=2)[C:7]2[C:11]([CH:12]=1)=[N:10][N:9]([CH3:21])[CH:8]=2.